Dataset: Forward reaction prediction with 1.9M reactions from USPTO patents (1976-2016). Task: Predict the product of the given reaction. (1) Given the reactants N1C2C(=NC=CC=2)N([O:10][C:11]2[C:20]3[C:15](=[CH:16][CH:17]=[CH:18][CH:19]=3)[N:14]=[CH:13][N:12]=2)N=1.[CH3:21][O:22][C:23]1[C:28](B(O)O)=[CH:27][CH:26]=[CH:25][N:24]=1.C([O-])([O-])=O.[Cs+].[Cs+], predict the reaction product. The product is: [CH3:21][O:22][C:23]1[C:28]([O:10][C:11]2[C:20]3[C:15](=[CH:16][CH:17]=[CH:18][CH:19]=3)[N:14]=[CH:13][N:12]=2)=[CH:27][CH:26]=[CH:25][N:24]=1. (2) Given the reactants [BH4-].[Na+].C(O[C:11]([NH:13][CH:14]([CH2:19][N:20]1[C:28]([C:29]2[CH:34]=[CH:33][CH:32]=[CH:31][CH:30]=2)=[C:27]2[C:22]([N:23]([CH3:38])[C:24](=[O:37])[N:25]([CH3:36])[C:26]2=[O:35])=[CH:21]1)[C:15](OC)=[O:16])=O)C1C=CC=CC=1.[Cl-:39].[Li+].[CH2:41]1[CH2:45][O:44][CH2:43][CH2:42]1, predict the reaction product. The product is: [Cl:39][C:45]1[O:44][C:43]([C@H:11]2[C:21]3=[C:22]4[C:27](=[C:28]([C:29]5[CH:30]=[CH:31][CH:32]=[CH:33][CH:34]=5)[N:20]3[CH2:19][C@H:14]([CH2:15][OH:16])[NH:13]2)[C:26](=[O:35])[N:25]([CH3:36])[C:24](=[O:37])[N:23]4[CH3:38])=[CH:42][CH:41]=1. (3) Given the reactants [C:1]([C:5]1[O:9][N:8]=[C:7]([NH:10][C:11]([NH:13][C:14]2[CH:19]=[CH:18][CH:17]=[C:16]([C:20]#[C:21][C:22]3[C:23](Cl)=[N:24][CH:25]=[N:26][CH:27]=3)[CH:15]=2)=[O:12])[CH:6]=1)([CH3:4])([CH3:3])[CH3:2].[N:29]1([CH2:35][CH2:36][NH2:37])[CH2:34][CH2:33][O:32][CH2:31][CH2:30]1, predict the reaction product. The product is: [C:1]([C:5]1[O:9][N:8]=[C:7]([NH:10][C:11]([NH:13][C:14]2[CH:19]=[CH:18][CH:17]=[C:16]([C:20]#[C:21][C:22]3[C:23]([NH:37][CH2:36][CH2:35][N:29]4[CH2:34][CH2:33][O:32][CH2:31][CH2:30]4)=[N:24][CH:25]=[N:26][CH:27]=3)[CH:15]=2)=[O:12])[CH:6]=1)([CH3:4])([CH3:3])[CH3:2]. (4) Given the reactants [OH:1][C:2]1[CH:7]=[CH:6][C:5]([C:8]2[CH:12]=[C:11]([C:13]([NH2:15])=[O:14])[O:10][N:9]=2)=[CH:4][CH:3]=1.C([O-])([O-])=O.[K+].[K+].[F:22][C:23]1[CH:24]=[C:25]([CH:28]=[CH:29][C:30]=1[F:31])[CH2:26]Br, predict the reaction product. The product is: [F:22][C:23]1[CH:24]=[C:25]([CH:28]=[CH:29][C:30]=1[F:31])[CH2:26][O:1][C:2]1[CH:3]=[CH:4][C:5]([C:8]2[CH:12]=[C:11]([C:13]([NH2:15])=[O:14])[O:10][N:9]=2)=[CH:6][CH:7]=1.